Dataset: Reaction yield outcomes from USPTO patents with 853,638 reactions. Task: Predict the reaction yield, written as a fraction of the theoretical maximum amount of product (1.0 means a 100% yield; for example, 0.34 means a 34% yield). (1) The reactants are Br[CH2:2][CH2:3][CH2:4][CH2:5][CH2:6][CH2:7][C:8]([O:10][CH2:11][CH3:12])=[O:9].[C:13]1([C:20]2[CH:25]=[CH:24][CH:23]=[CH:22][CH:21]=2)[CH:18]=[CH:17][C:16]([OH:19])=[CH:15][CH:14]=1.C([O-])([O-])=O.[Cs+].[Cs+]. The catalyst is CN(C=O)C. The product is [C:13]1([C:20]2[CH:25]=[CH:24][CH:23]=[CH:22][CH:21]=2)[CH:14]=[CH:15][C:16]([O:19][CH2:2][CH2:3][CH2:4][CH2:5][CH2:6][CH2:7][C:8]([O:10][CH2:11][CH3:12])=[O:9])=[CH:17][CH:18]=1. The yield is 0.980. (2) The reactants are [CH3:1][C:2]1[N:3]=[C:4]([N:10]2[CH:14]=[C:13]([CH2:15][CH2:16][CH2:17][C:18]3[CH:23]=[CH:22][CH:21]=[CH:20]C=3)[N:12]=[N:11]2)[S:5][C:6]=1[C:7]([OH:9])=O.CC1N=C(N2C=C(CC(C3C=CC=CC=3)C)N=N2)SC=1C(O)=O.[N:47]1[CH:52]=[CH:51][CH:50]=[C:49]([CH2:53][NH2:54])[CH:48]=1. No catalyst specified. The product is [CH3:1][C:2]1[N:3]=[C:4]([N:10]2[CH:14]=[C:13]([CH2:15][CH2:16][C:17]3[CH:18]=[CH:23][CH:22]=[CH:21][CH:20]=3)[N:12]=[N:11]2)[S:5][C:6]=1[C:7]([NH:54][CH2:53][C:49]1[CH:48]=[N:47][CH:52]=[CH:51][CH:50]=1)=[O:9]. The yield is 0.250. (3) The reactants are [CH2:1]([N:8]1[C:12]([S:13]([NH2:16])(=[O:15])=[O:14])=[C:11]([N+:17]([O-])=O)[N:10]=[CH:9]1)[C:2]1[CH:7]=[CH:6][CH:5]=[CH:4][CH:3]=1. The catalyst is C(O)(=O)C.O1CCOCC1.[Fe]. The product is [NH2:17][C:11]1[N:10]=[CH:9][N:8]([CH2:1][C:2]2[CH:3]=[CH:4][CH:5]=[CH:6][CH:7]=2)[C:12]=1[S:13]([NH2:16])(=[O:15])=[O:14]. The yield is 0.460. (4) The reactants are [OH:1][C:2]1[C:3](=[O:16])[CH:4]=[C:5]([CH2:8][O:9][CH:10]2[CH2:15][CH2:14][CH2:13][CH2:12][O:11]2)[O:6][CH:7]=1.C([O-])([O-])=O.[Cs+].[Cs+].[Br:23][CH2:24][CH2:25][CH2:26][CH2:27][CH2:28][CH2:29][CH2:30][CH2:31]Br. No catalyst specified. The product is [Br:23][CH2:24][CH2:25][CH2:26][CH2:27][CH2:28][CH2:29][CH2:30][CH2:31][O:1][C:2]1[C:3](=[O:16])[CH:4]=[C:5]([CH2:8][O:9][CH:10]2[CH2:15][CH2:14][CH2:13][CH2:12][O:11]2)[O:6][CH:7]=1. The yield is 0.780. (5) The reactants are Br[C:2]1[CH:7]=[N:6][CH:5]=[C:4]2[N:8]([C:11]([O:13][C:14]([CH3:17])([CH3:16])[CH3:15])=[O:12])[CH:9]=[CH:10][C:3]=12.C([O-])(=O)C.[K+].B1(B2OC(C)(C)C(C)(C)O2)OC(C)(C)C(C)(C)O1.Cl[C:42]1[N:47]=[C:46]([N:48]2[CH2:53][CH2:52][O:51][CH2:50][C@H:49]2[CH3:54])[CH:45]=[C:44]([C:55]2([S:58]([CH3:61])(=[NH:60])=[O:59])[CH2:57][CH2:56]2)[N:43]=1.C(=O)([O-])[O-].[Na+].[Na+]. The catalyst is O1CCOCC1.C1C=CC(P(C2C=CC=CC=2)[C-]2C=CC=C2)=CC=1.C1C=CC(P(C2C=CC=CC=2)[C-]2C=CC=C2)=CC=1.Cl[Pd]Cl.[Fe+2].Cl[Pd](Cl)([P](C1C=CC=CC=1)(C1C=CC=CC=1)C1C=CC=CC=1)[P](C1C=CC=CC=1)(C1C=CC=CC=1)C1C=CC=CC=1. The product is [CH3:54][C@H:49]1[N:48]([C:46]2[CH:45]=[C:44]([C:55]3([S:58]([CH3:61])(=[NH:60])=[O:59])[CH2:57][CH2:56]3)[N:43]=[C:42]([C:2]3[CH:7]=[N:6][CH:5]=[C:4]4[N:8]([C:11]([O:13][C:14]([CH3:17])([CH3:16])[CH3:15])=[O:12])[CH:9]=[CH:10][C:3]=34)[N:47]=2)[CH2:53][CH2:52][O:51][CH2:50]1. The yield is 0.460. (6) The reactants are [CH2:1]([O:3][CH:4]([O:6][CH:7]1[CH2:19][CH2:18][C:17]([O:21][CH:22]([O:24][CH2:25][CH3:26])[CH3:23])([CH3:20])[CH:16]([OH:27])[CH:15]=[CH:14][CH:13]([CH3:28])[CH:12](/[C:29](/[CH3:56])=[CH:30]/[CH:31]=[CH:32]/[C:33]([O:50][CH:51]([O:53][CH2:54][CH3:55])[CH3:52])([CH3:49])[CH2:34][CH:35]2[O:48][CH:36]2[CH:37]([CH3:47])[CH:38]([O:41][CH:42]([O:44][CH2:45][CH3:46])[CH3:43])[CH2:39][CH3:40])[O:11][C:9](=[O:10])[CH2:8]1)[CH3:5])[CH3:2].[CH2:57](Cl)[C:58]1[CH:63]=[CH:62][CH:61]=[CH:60][CH:59]=1.C(OCC)(=[O:67])C. The catalyst is N1C=CC=CC=1. The product is [C:57]([O:27][CH:16]1[C:17]([O:21][CH:22]([O:24][CH2:25][CH3:26])[CH3:23])([CH3:20])[CH2:18][CH2:19][CH:7]([O:6][CH:4]([O:3][CH2:1][CH3:2])[CH3:5])[CH2:8][C:9]([O:11][CH:12](/[C:29](/[CH3:56])=[CH:30]/[CH:31]=[CH:32]/[C:33]([O:50][CH:51]([O:53][CH2:54][CH3:55])[CH3:52])([CH3:49])[CH2:34][CH:35]2[O:48][CH:36]2[CH:37]([CH3:47])[CH:38]([O:41][CH:42]([O:44][CH2:45][CH3:46])[CH3:43])[CH2:39][CH3:40])[CH:13]([CH3:28])[CH:14]=[CH:15]1)=[O:10])(=[O:67])[C:58]1[CH:63]=[CH:62][CH:61]=[CH:60][CH:59]=1. The yield is 0.550. (7) The reactants are [F:1][C:2]([F:27])([F:26])[C:3]1[CH:25]=[CH:24][CH:23]=[CH:22][C:4]=1[C:5]([N:7]1[CH2:12][CH2:11][N:10]([C:13]2[N:18]=[N:17][C:16]([C:19](O)=[O:20])=[CH:15][CH:14]=2)[CH2:9][CH2:8]1)=[O:6].S(Cl)(Cl)=O.O[NH:33][C:34](=[NH:38])[CH2:35][CH2:36][CH3:37].C(N(CC)CC)C. The catalyst is C(Cl)(Cl)Cl.CN(C=O)C.ClCCl. The product is [CH2:35]([C:34]1[N:38]=[C:19]([C:16]2[N:17]=[N:18][C:13]([N:10]3[CH2:9][CH2:8][N:7]([C:5]([C:4]4[CH:22]=[CH:23][CH:24]=[CH:25][C:3]=4[C:2]([F:27])([F:26])[F:1])=[O:6])[CH2:12][CH2:11]3)=[CH:14][CH:15]=2)[O:20][N:33]=1)[CH2:36][CH3:37]. The yield is 0.390. (8) The reactants are Cl[CH2:2][C:3]([NH:5][C:6]1[CH:11]=[CH:10][C:9]([C:12]([N:14]2[CH2:20][C:19]3([CH3:22])[CH2:21][CH:15]2[CH2:16][C:17]([CH3:24])([CH3:23])[CH2:18]3)=[O:13])=[CH:8][CH:7]=1)=[O:4].[NH:25]1[CH2:30][CH2:29][CH2:28][CH2:27][CH2:26]1.CCN(C(C)C)C(C)C. The catalyst is CC(C)=O.CC#N. The yield is 0.750. The product is [N:25]1([CH2:2][C:3]([NH:5][C:6]2[CH:11]=[CH:10][C:9]([C:12]([N:14]3[CH2:20][C:19]4([CH3:22])[CH2:21][CH:15]3[CH2:16][C:17]([CH3:24])([CH3:23])[CH2:18]4)=[O:13])=[CH:8][CH:7]=2)=[O:4])[CH2:30][CH2:29][CH2:28][CH2:27][CH2:26]1.